Predict the product of the given reaction. From a dataset of Forward reaction prediction with 1.9M reactions from USPTO patents (1976-2016). (1) Given the reactants [CH:1]1([C:4]2[N:9]=[C:8]([C:10]3[CH:11]=[C:12]4[C:16](=[CH:17][CH:18]=3)[NH:15][CH:14]=[C:13]4[C:19]3[CH:24]=[C:23]([O:25][CH2:26][C:27]4[CH:32]=[CH:31][C:30]([O:33][CH3:34])=[CH:29][CH:28]=4)[N:22]=[C:21](S(C)(=O)=O)[N:20]=3)[CH:7]=[N:6][CH:5]=2)[CH2:3][CH2:2]1.[CH:39]([NH2:42])([CH3:41])[CH3:40], predict the reaction product. The product is: [CH:1]1([C:4]2[N:9]=[C:8]([C:10]3[CH:11]=[C:12]4[C:16](=[CH:17][CH:18]=3)[NH:15][CH:14]=[C:13]4[C:19]3[CH:24]=[C:23]([O:25][CH2:26][C:27]4[CH:32]=[CH:31][C:30]([O:33][CH3:34])=[CH:29][CH:28]=4)[N:22]=[C:21]([NH:42][CH:39]([CH3:41])[CH3:40])[N:20]=3)[CH:7]=[N:6][CH:5]=2)[CH2:3][CH2:2]1. (2) The product is: [Cl:1][C:2]1[CH:3]=[C:4]([C:9]2([C:24]([F:25])([F:27])[F:26])[O:13][N:12]=[C:11]([C:14]3[CH:22]=[CH:21][C:17]([C:18]([NH:20][CH2:30][OH:31])=[O:19])=[C:16]([CH3:23])[CH:15]=3)[CH2:10]2)[CH:5]=[C:6]([Cl:8])[CH:7]=1. Given the reactants [Cl:1][C:2]1[CH:3]=[C:4]([C:9]2([C:24]([F:27])([F:26])[F:25])[O:13][N:12]=[C:11]([C:14]3[CH:22]=[CH:21][C:17]([C:18]([NH2:20])=[O:19])=[C:16]([CH3:23])[CH:15]=3)[CH2:10]2)[CH:5]=[C:6]([Cl:8])[CH:7]=1.C=O.[C:30](=O)([O-])[O-:31].O, predict the reaction product.